This data is from Full USPTO retrosynthesis dataset with 1.9M reactions from patents (1976-2016). The task is: Predict the reactants needed to synthesize the given product. (1) Given the product [Cl:39][C:36]1[CH:37]=[CH:38][C:33]([N:31]([CH3:32])[C:28]2[CH:29]=[CH:30][C:25]([C:24]([C:22]3[CH:21]=[CH:20][C:19]([N:6]4[CH:5]=[C:4]([CH3:3])[N:8]=[C:7]4[C:9]4[CH:10]=[CH:11][CH:12]=[CH:13][CH:14]=4)=[C:18]([CH:23]=3)[C:17]([OH:42])=[O:16])=[O:40])=[N:26][CH:27]=2)=[CH:34][CH:35]=1, predict the reactants needed to synthesize it. The reactants are: [H-].[Na+].[CH3:3][C:4]1[NH:8][C:7]([C:9]2[CH:14]=[CH:13][CH:12]=[CH:11][CH:10]=2)=[N:6][CH:5]=1.C[O:16][C:17](=[O:42])[C:18]1[CH:23]=[C:22]([C:24](=[O:40])[C:25]2[CH:30]=[CH:29][C:28]([N:31]([C:33]3[CH:38]=[CH:37][C:36]([Cl:39])=[CH:35][CH:34]=3)[CH3:32])=[CH:27][N:26]=2)[CH:21]=[CH:20][C:19]=1F. (2) Given the product [N:1]1[CH:6]=[CH:5][CH:4]=[CH:3][C:2]=1[CH2:7][O:8][C:14]([NH:21][CH:22]1[CH2:27][CH2:26][CH:25]([CH2:28][O:29][C:30]([N:32]2[CH2:36][CH2:35][CH2:34][CH2:33]2)=[O:31])[CH2:24][CH2:23]1)=[O:15], predict the reactants needed to synthesize it. The reactants are: [N:1]1[CH:6]=[CH:5][CH:4]=[CH:3][C:2]=1[CH2:7][OH:8].C1N=CN([C:14](N2C=NC=C2)=[O:15])C=1.[NH2:21][CH:22]1[CH2:27][CH2:26][CH:25]([CH2:28][O:29][C:30]([N:32]2[CH2:36][CH2:35][CH2:34][CH2:33]2)=[O:31])[CH2:24][CH2:23]1. (3) Given the product [CH3:15][N:4]1[C:5]2=[N:6][CH:7]=[C:8]([N+:12]([O-:14])=[O:13])[C:9]([CH3:11])=[C:10]2[C:2]([C:24]2[CH2:29][CH2:28][N:27]([C:30]([O:32][C:33]([CH3:36])([CH3:35])[CH3:34])=[O:31])[CH2:26][CH:25]=2)=[CH:3]1, predict the reactants needed to synthesize it. The reactants are: I[C:2]1[C:10]2[C:5](=[N:6][CH:7]=[C:8]([N+:12]([O-:14])=[O:13])[C:9]=2[CH3:11])[N:4]([CH3:15])[CH:3]=1.CC1(C)C(C)(C)OB([C:24]2[CH2:25][CH2:26][N:27]([C:30]([O:32][C:33]([CH3:36])([CH3:35])[CH3:34])=[O:31])[CH2:28][CH:29]=2)O1.C([O-])([O-])=O.[K+].[K+]. (4) Given the product [Cl:1][C:2]1[CH:3]=[CH:4][C:5]([F:19])=[C:6]([C:7]2[NH:17][C:15](=[O:16])[C:11]3=[CH:12][CH:13]=[CH:14][N:10]3[N:9]=2)[CH:18]=1, predict the reactants needed to synthesize it. The reactants are: [Cl:1][C:2]1[CH:3]=[CH:4][C:5]([F:19])=[C:6]([CH:18]=1)[C:7]([NH:9][N:10]1[CH:14]=[CH:13][CH:12]=[C:11]1[C:15]([NH2:17])=[O:16])=O. (5) Given the product [NH2:48][C:6]1[CH:5]=[CH:10][CH:11]=[CH:12][C:7]=1[C:8]([OH:9])=[O:20], predict the reactants needed to synthesize it. The reactants are: CC(N[CH:5]1[CH:10]([CH:11](O)[CH:12](O)CO)[O:9][C:8]([O:20]P(OC[C@H]2O[C@@H](N3C(=O)N=C(N)C=C3)[C@H](O)[C@@H]2O)([O-])=O)(C(O)=O)[CH2:7][CH:6]1O)=O.[Na+].C1[N:48](CCS(O)(=O)=O)CCOC1. (6) The reactants are: [NH:1]1[C:10]2[C:5](=[CH:6][CH:7]=[CH:8][CH:9]=2)[CH:4]=[CH:3][C:2]1=[O:11].[H-].[Na+].CS(O[CH2:19][CH2:20][N:21]1[CH2:26][CH2:25][CH:24]([NH:27][C:28]([O:30][C:31]([CH3:34])([CH3:33])[CH3:32])=[O:29])[CH2:23][CH2:22]1)(=O)=O.C(OC(=O)NC1CCN(CCN2C3C(=CC=C(F)C=3)N=CC2=O)CC1)(C)(C)C. Given the product [C:31]([O:30][C:28](=[O:29])[NH:27][CH:24]1[CH2:25][CH2:26][N:21]([CH2:20][CH2:19][N:1]2[C:10]3[C:5](=[CH:6][CH:7]=[CH:8][CH:9]=3)[CH:4]=[CH:3][C:2]2=[O:11])[CH2:22][CH2:23]1)([CH3:34])([CH3:33])[CH3:32], predict the reactants needed to synthesize it. (7) Given the product [F:1][C:2]1[CH:3]=[CH:4][C:5]([CH2:6][N:7]([CH2:8][CH:9]([CH3:11])[CH3:10])[S:37]([C:34]2[CH:33]=[CH:32][C:31]([O:30][CH:27]3[CH2:28][CH2:29][N:24]([S:21]([CH3:20])(=[O:22])=[O:23])[CH2:25][CH2:26]3)=[CH:36][N:35]=2)(=[O:38])=[O:39])=[CH:12][CH:13]=1, predict the reactants needed to synthesize it. The reactants are: [F:1][C:2]1[CH:13]=[CH:12][C:5]([CH2:6][NH:7][CH2:8][CH:9]([CH3:11])[CH3:10])=[CH:4][CH:3]=1.N1C=CC=CC=1.[CH3:20][S:21]([N:24]1[CH2:29][CH2:28][CH:27]([O:30][C:31]2[CH:32]=[CH:33][C:34]([S:37](Cl)(=[O:39])=[O:38])=[N:35][CH:36]=2)[CH2:26][CH2:25]1)(=[O:23])=[O:22].